From a dataset of Forward reaction prediction with 1.9M reactions from USPTO patents (1976-2016). Predict the product of the given reaction. (1) Given the reactants [CH3:1][C:2]1[N:12]([CH:13]([C:15]2[CH:20]=[CH:19][CH:18]=[CH:17][CH:16]=2)[CH3:14])[C:5]2[C:6](=[O:11])[N:7]([CH3:10])[CH:8]=[CH:9][C:4]=2[C:3]=1[C:21]([O:23]CC)=[O:22].[OH-].[Li+], predict the reaction product. The product is: [CH3:1][C:2]1[N:12]([CH:13]([C:15]2[CH:20]=[CH:19][CH:18]=[CH:17][CH:16]=2)[CH3:14])[C:5]2[C:6](=[O:11])[N:7]([CH3:10])[CH:8]=[CH:9][C:4]=2[C:3]=1[C:21]([OH:23])=[O:22]. (2) Given the reactants [CH:1]1[C:13]2[CH:12]([CH2:14][O:15][C:16]([NH:18][CH2:19][C:20]3[CH:21]=[C:22]([CH:26]=[CH:27][CH:28]=3)[C:23]([OH:25])=[O:24])=[O:17])[C:11]3[C:6](=[CH:7][CH:8]=[CH:9][CH:10]=3)[C:5]=2[CH:4]=[CH:3][CH:2]=1.[CH3:29]O, predict the reaction product. The product is: [CH3:29][O:24][C:23](=[O:25])[C:22]1[CH:26]=[CH:27][CH:28]=[C:20]([CH2:19][NH:18][C:16]([O:15][CH2:14][CH:12]2[C:13]3[CH:1]=[CH:2][CH:3]=[CH:4][C:5]=3[C:6]3[C:11]2=[CH:10][CH:9]=[CH:8][CH:7]=3)=[O:17])[CH:21]=1. (3) Given the reactants [Cl:1][C:2]1[N:11]=[C:10]([Cl:12])[CH:9]=[C:8](I)[C:3]=1[C:4]([O:6][CH3:7])=[O:5].[C:14]([Zn]C#N)#[N:15].O.CCOC(C)=O, predict the reaction product. The product is: [Cl:1][C:2]1[N:11]=[C:10]([Cl:12])[CH:9]=[C:8]([C:14]#[N:15])[C:3]=1[C:4]([O:6][CH3:7])=[O:5]. (4) The product is: [O:1]1[C:5]2[CH:6]=[CH:7][C:8]([C:10](=[O:12])[CH3:11])=[CH:9][C:4]=2[CH2:3][CH2:2]1. Given the reactants [O:1]1[C:5]2[CH:6]=[CH:7][CH:8]=[CH:9][C:4]=2[CH2:3][CH2:2]1.[C:10](Cl)(=[O:12])[CH3:11].[Cl-].[Al+3].[Cl-].[Cl-].Cl, predict the reaction product. (5) The product is: [Br:1][C:2]1[CH:3]=[C:4]([CH:8]2[CH2:13][CH2:12][N:11]([CH2:15][CH2:16][OH:17])[CH2:10][CH2:9]2)[CH:5]=[CH:6][CH:7]=1. Given the reactants [Br:1][C:2]1[CH:3]=[C:4]([CH:8]2[CH2:13][CH2:12][NH:11][CH2:10][CH2:9]2)[CH:5]=[CH:6][CH:7]=1.Br[CH2:15][CH2:16][OH:17].C(=O)([O-])[O-].[K+].[K+], predict the reaction product.